From a dataset of Peptide-MHC class I binding affinity with 185,985 pairs from IEDB/IMGT. Regression. Given a peptide amino acid sequence and an MHC pseudo amino acid sequence, predict their binding affinity value. This is MHC class I binding data. (1) The peptide sequence is LLNNYDVLV. The MHC is HLA-A02:01 with pseudo-sequence HLA-A02:01. The binding affinity (normalized) is 0.785. (2) The peptide sequence is RTKLMSNIK. The MHC is HLA-A68:01 with pseudo-sequence HLA-A68:01. The binding affinity (normalized) is 0.385. (3) The peptide sequence is LISLNSMYT. The MHC is HLA-A02:03 with pseudo-sequence HLA-A02:03. The binding affinity (normalized) is 0.242. (4) The peptide sequence is TFHGAKEI. The MHC is HLA-A29:02 with pseudo-sequence HLA-A29:02. The binding affinity (normalized) is 0.0240. (5) The peptide sequence is VKIPTHRHI. The MHC is HLA-A24:02 with pseudo-sequence HLA-A24:02. The binding affinity (normalized) is 0.00714. (6) The peptide sequence is KRMGVQMQR. The MHC is HLA-A01:01 with pseudo-sequence HLA-A01:01. The binding affinity (normalized) is 0.0847. (7) The peptide sequence is IINAAFNL. The MHC is H-2-Db with pseudo-sequence H-2-Db. The binding affinity (normalized) is 0.244.